Predict the reaction yield, written as a fraction of the theoretical maximum amount of product (1.0 means a 100% yield; for example, 0.34 means a 34% yield). From a dataset of Reaction yield outcomes from USPTO patents with 853,638 reactions. (1) The reactants are [Br:1][C:2]1[C:3]([C:25]([F:28])([F:27])[F:26])=[CH:4][C:5]([N+:22]([O-])=O)=[C:6]([NH:8][CH:9]2[CH2:14][CH2:13][N:12]([C:15]([O:17][C:18]([CH3:21])([CH3:20])[CH3:19])=[O:16])[CH2:11][CH2:10]2)[CH:7]=1.O.NN. The catalyst is C(O)C.[Ni]. The product is [NH2:22][C:5]1[CH:4]=[C:3]([C:25]([F:28])([F:26])[F:27])[C:2]([Br:1])=[CH:7][C:6]=1[NH:8][CH:9]1[CH2:10][CH2:11][N:12]([C:15]([O:17][C:18]([CH3:21])([CH3:20])[CH3:19])=[O:16])[CH2:13][CH2:14]1. The yield is 0.950. (2) The reactants are [OH-].[Na+].[Cl:3][C:4]1[C:12]2[S:11]C(N)=[N:9][C:8]=2[C:7]([CH3:14])=[CH:6][CH:5]=1. The catalyst is C(O)CO. The product is [NH2:9][C:8]1[C:7]([CH3:14])=[CH:6][CH:5]=[C:4]([Cl:3])[C:12]=1[SH:11]. The yield is 0.540. (3) The reactants are Br[C:2]1[C:3]([NH2:11])=[N:4][CH:5]=[C:6]([N+:8]([O-:10])=[O:9])[CH:7]=1.CCN(CC)CC.[CH3:19][C:20]([CH3:24])([CH3:23])[C:21]#[CH:22].N#N. The catalyst is C1(C)C=CC=CC=1.O.Cl[Pd](Cl)([P](C1C=CC=CC=1)(C1C=CC=CC=1)C1C=CC=CC=1)[P](C1C=CC=CC=1)(C1C=CC=CC=1)C1C=CC=CC=1.[Cu]I. The product is [CH3:19][C:20]([CH3:24])([CH3:23])[C:21]#[C:22][C:2]1[C:3]([NH2:11])=[N:4][CH:5]=[C:6]([N+:8]([O-:10])=[O:9])[CH:7]=1. The yield is 0.900. (4) The reactants are Br[CH2:2][CH2:3][C:4]1[CH:19]=[CH:18][C:7]([O:8][C:9]2[S:10][C:11]3[CH:17]=[CH:16][CH:15]=[CH:14][C:12]=3[N:13]=2)=[CH:6][CH:5]=1.[C:20]([O:24][C:25]([N:27]1[CH2:32][C@@H:31]2[CH2:33][C@H:28]1[CH2:29][NH:30]2)=[O:26])([CH3:23])([CH3:22])[CH3:21].CCN(CC)CC. The catalyst is CC#N. The product is [C:20]([O:24][C:25]([N:27]1[CH2:32][C@@H:31]2[CH2:33][C@H:28]1[CH2:29][N:30]2[CH2:2][CH2:3][C:4]1[CH:19]=[CH:18][C:7]([O:8][C:9]2[S:10][C:11]3[CH:17]=[CH:16][CH:15]=[CH:14][C:12]=3[N:13]=2)=[CH:6][CH:5]=1)=[O:26])([CH3:23])([CH3:21])[CH3:22]. The yield is 0.560. (5) The reactants are [O:1]=[C:2]1[NH:11][C:10]2[N:9]=[CH:8][CH:7]=[C:6]([O:12][C:13]3[CH:14]=[CH:15][C:16]4[O:20][C@@H:19]5[C@@H:21]([C:22](O)=[O:23])[C@@H:18]5[C:17]=4[CH:25]=3)[C:5]=2[CH2:4][CH2:3]1.CCN(CC)CC.C1C=CC(P([N:47]=[N+:48]=[N-:49])(C2C=CC=CC=2)=O)=CC=1.O. The product is [O:1]=[C:2]1[NH:11][C:10]2[N:9]=[CH:8][CH:7]=[C:6]([O:12][C:13]3[CH:14]=[CH:15][C:16]4[O:20][C@@H:19]5[C@@H:21]([C:22]([N:47]=[N+:48]=[N-:49])=[O:23])[C@@H:18]5[C:17]=4[CH:25]=3)[C:5]=2[CH2:4][CH2:3]1. The catalyst is CN(C=O)C. The yield is 0.950.